From a dataset of Forward reaction prediction with 1.9M reactions from USPTO patents (1976-2016). Predict the product of the given reaction. (1) The product is: [Cl:2][C:3]1[CH:4]=[C:5]([C:13]2[O:17][N:16]=[C:15]([C:18]3[C:28]4[O:27][CH2:26][CH2:25][N:24]([CH2:39][CH2:40][C:41]([O:43][CH2:44][CH3:45])=[O:42])[CH2:23][C:22]=4[CH:21]=[CH:20][CH:19]=3)[N:14]=2)[CH:6]=[N:7][C:8]=1[O:9][CH:10]([CH3:12])[CH3:11]. Given the reactants Cl.[Cl:2][C:3]1[CH:4]=[C:5]([C:13]2[O:17][N:16]=[C:15]([C:18]3[C:28]4[O:27][CH2:26][CH2:25][NH:24][CH2:23][C:22]=4[CH:21]=[CH:20][CH:19]=3)[N:14]=2)[CH:6]=[N:7][C:8]=1[O:9][CH:10]([CH3:12])[CH3:11].C(N(CC)C(C)C)(C)C.Br[CH2:39][CH2:40][C:41]([O:43][CH2:44][CH3:45])=[O:42], predict the reaction product. (2) Given the reactants Br[C:2]1[CH:3]=[C:4]2[C:9](=[CH:10][CH:11]=1)[CH2:8][N:7](C(=O)C(F)(F)F)[CH2:6][CH2:5]2.O.O.[NH4+].[CH3:21][N:22]1C(=O)CCC1, predict the reaction product. The product is: [CH2:8]1[C:9]2[C:4](=[CH:3][C:2]([C:21]#[N:22])=[CH:11][CH:10]=2)[CH2:5][CH2:6][NH:7]1. (3) Given the reactants [NH2:1][C:2]1[CH:7]=[CH:6][C:5]([C:8]2[N:13]=[C:12]([N:14]3[CH:19]([CH3:20])[CH2:18][O:17][CH2:16][CH:15]3[CH3:21])[N:11]=[C:10]([C:22]3[CH:27]=[CH:26][C:25]([NH:28][C:29]([NH:31][CH3:32])=[O:30])=[CH:24][CH:23]=3)[N:9]=2)=[CH:4][CH:3]=1.[N:33]1[CH:38]=[CH:37][C:36]([NH:39][C:40](=O)[O:41]C2C=CC=CC=2)=[CH:35][CH:34]=1, predict the reaction product. The product is: [CH3:21][CH:15]1[CH2:16][O:17][CH2:18][CH:19]([CH3:20])[N:14]1[C:12]1[N:11]=[C:10]([C:22]2[CH:27]=[CH:26][C:25]([NH:28][C:29](=[O:30])[NH:31][CH3:32])=[CH:24][CH:23]=2)[N:9]=[C:8]([C:5]2[CH:4]=[CH:3][C:2]([NH:1][C:40]([NH:39][C:36]3[CH:37]=[CH:38][N:33]=[CH:34][CH:35]=3)=[O:41])=[CH:7][CH:6]=2)[N:13]=1. (4) Given the reactants [NH2:1][C@@H:2]([C:5]1[CH:10]=[CH:9][C:8]([C:11]2[CH:16]=[CH:15][CH:14]=[CH:13][CH:12]=2)=[CH:7][CH:6]=1)[CH2:3][OH:4].C1N=CN([C:22](N2C=NC=C2)=[O:23])C=1, predict the reaction product. The product is: [C:8]1([C:11]2[CH:16]=[CH:15][CH:14]=[CH:13][CH:12]=2)[CH:9]=[CH:10][C:5]([C@H:2]2[CH2:3][O:4][C:22](=[O:23])[NH:1]2)=[CH:6][CH:7]=1. (5) Given the reactants [Br:1][C:2]1[CH:9]=[CH:8][C:5]([CH:6]=O)=[CH:4][CH:3]=1.[NH2:10][CH:11]1[CH2:16][CH2:15][N:14]([CH2:17][C:18]2[CH:23]=[CH:22][CH:21]=[CH:20][CH:19]=2)[CH2:13][CH2:12]1.C(O[BH-](OC(=O)C)OC(=O)C)(=O)C.[Na+].C([O-])(O)=O.[Na+], predict the reaction product. The product is: [CH2:17]([N:14]1[CH2:15][CH2:16][CH:11]([NH:10][CH2:6][C:5]2[CH:8]=[CH:9][C:2]([Br:1])=[CH:3][CH:4]=2)[CH2:12][CH2:13]1)[C:18]1[CH:19]=[CH:20][CH:21]=[CH:22][CH:23]=1. (6) Given the reactants [F:1][C:2]1[CH:3]=[CH:4][C:5]2=[C:6]([CH:32]=1)[O:7][CH2:8][C:9]1[CH:19]=[C:18]([CH2:20][C:21]3[N:25]4[CH:26]=[CH:27][C:28](Br)=[CH:29][C:24]4=[N:23][C:22]=3[CH3:31])[CH:17]=[CH:16][C:10]=1/[C:11]/2=[C:12](/[CH3:15])\[C:13]#[N:14].[CH:33]1(B(O)O)[CH2:35][CH2:34]1.C1(P(C2CCCCC2)C2CCCCC2)CCCCC1.P([O-])([O-])([O-])=O.[K+].[K+].[K+].O, predict the reaction product. The product is: [CH:33]1([C:28]2[CH:27]=[CH:26][N:25]3[C:21]([CH2:20][C:18]4[CH:17]=[CH:16][C:10]5/[C:11](=[C:12](/[CH3:15])\[C:13]#[N:14])/[C:5]6[CH:4]=[CH:3][C:2]([F:1])=[CH:32][C:6]=6[O:7][CH2:8][C:9]=5[CH:19]=4)=[C:22]([CH3:31])[N:23]=[C:24]3[CH:29]=2)[CH2:35][CH2:34]1.